Dataset: Catalyst prediction with 721,799 reactions and 888 catalyst types from USPTO. Task: Predict which catalyst facilitates the given reaction. (1) Reactant: [H-].[Na+].[C:3]1([C:9]([C:11]2[CH:16]=[CH:15][C:14]([C:17]#[C:18][C:19]3[CH:24]=[CH:23][CH:22]=[CH:21][CH:20]=3)=[CH:13][CH:12]=2)=O)[CH:8]=[CH:7][CH:6]=[CH:5][CH:4]=1.[C:33]([OH:35])(=[O:34])[CH2:32][C:32]([CH2:32][C:33]([OH:35])=[O:34])([C:33]([OH:35])=[O:34])O.[CH3:38][CH2:39]OCC. The catalyst class is: 7. Product: [C:3]1(/[C:9](/[C:11]2[CH:16]=[CH:15][C:14]([C:17]#[C:18][C:19]3[CH:24]=[CH:23][CH:22]=[CH:21][CH:20]=3)=[CH:13][CH:12]=2)=[CH:32]\[C:33]([O:35][CH2:38][CH3:39])=[O:34])[CH:8]=[CH:7][CH:6]=[CH:5][CH:4]=1. (2) Reactant: [CH3:1][O:2][C:3]1[CH:4]=[C:5]([C:11]#[C:12][C:13]2[C:21]3[C:20]([NH2:22])=[N:19][CH:18]=[N:17][C:16]=3[N:15](COCC[Si](C)(C)C)[CH:14]=2)[CH:6]=[C:7]([O:9][CH3:10])[CH:8]=1.C(O)(C(F)(F)F)=O. The catalyst class is: 2. Product: [CH3:1][O:2][C:3]1[CH:4]=[C:5]([C:11]#[C:12][C:13]2[C:21]3[C:20]([NH2:22])=[N:19][CH:18]=[N:17][C:16]=3[NH:15][CH:14]=2)[CH:6]=[C:7]([O:9][CH3:10])[CH:8]=1.